This data is from Reaction yield outcomes from USPTO patents with 853,638 reactions. The task is: Predict the reaction yield, written as a fraction of the theoretical maximum amount of product (1.0 means a 100% yield; for example, 0.34 means a 34% yield). The reactants are [O:1]1[CH2:6][CH2:5][C:4](=O)[CH2:3][CH2:2]1.[CH2:8]([O:10][C:11]([CH:13]=P(C1C=CC=CC=1)(C1C=CC=CC=1)C1C=CC=CC=1)=[O:12])[CH3:9]. The catalyst is C(#N)C. The product is [O:1]1[CH2:6][CH2:5][C:4](=[CH:13][C:11]([O:10][CH2:8][CH3:9])=[O:12])[CH2:3][CH2:2]1. The yield is 0.560.